This data is from Forward reaction prediction with 1.9M reactions from USPTO patents (1976-2016). The task is: Predict the product of the given reaction. (1) The product is: [Br:6][C:7]1[CH:8]=[C:9]2[C:14](=[C:15]([Cl:19])[C:16]=1[O:17][CH3:18])[O:13][C:12]([CH3:21])([CH3:20])[CH:11]=[C:10]2[CH:1]([CH3:3])[CH3:2]. Given the reactants [CH:1]([Mg]Cl)([CH3:3])[CH3:2].[Br:6][C:7]1[CH:8]=[C:9]2[C:14](=[C:15]([Cl:19])[C:16]=1[O:17][CH3:18])[O:13][C:12]([CH3:21])([CH3:20])[CH2:11][C:10]2=O.CN1CCCN(C)C1=O, predict the reaction product. (2) Given the reactants [F:1][C:2]1[CH:7]=[C:6]([F:8])[CH:5]=[CH:4][C:3]=1[N:9]1[CH2:14][CH2:13][N:12]([CH2:15][C:16]#[CH:17])[CH2:11][CH2:10]1.Cl[C:19]1[N:24]=[C:23]([NH2:25])[N:22]2[N:26]=[C:27]([C:29]3[O:30][CH:31]=[CH:32][CH:33]=3)[N:28]=[C:21]2[CH:20]=1.C1C=CC(P(C2C=CC=CC=2)C2C=CC=CC=2)=CC=1.CCN(CC)CC, predict the reaction product. The product is: [F:1][C:2]1[CH:7]=[C:6]([F:8])[CH:5]=[CH:4][C:3]=1[N:9]1[CH2:10][CH2:11][N:12]([CH2:15][C:16]#[C:17][C:19]2[N:24]=[C:23]([NH2:25])[N:22]3[N:26]=[C:27]([C:29]4[O:30][CH:31]=[CH:32][CH:33]=4)[N:28]=[C:21]3[CH:20]=2)[CH2:13][CH2:14]1. (3) Given the reactants [F:1][C:2]1[CH:3]=[C:4]([CH2:9][C:10]([NH:12][C@H:13]([C:15]([OH:17])=O)[CH3:14])=[O:11])[CH:5]=[C:6]([F:8])[CH:7]=1.Cl.[C:19]([O:23][C:24](=[O:31])[C@H:25]([CH2:27][CH:28]([CH3:30])[CH3:29])[NH2:26])([CH3:22])([CH3:21])[CH3:20], predict the reaction product. The product is: [C:19]([O:23][C:24](=[O:31])[C@H:25]([CH2:27][CH:28]([CH3:29])[CH3:30])[NH:26][C:15](=[O:17])[C@H:13]([CH3:14])[NH:12][C:10](=[O:11])[CH2:9][C:4]1[CH:5]=[C:6]([F:8])[CH:7]=[C:2]([F:1])[CH:3]=1)([CH3:22])([CH3:21])[CH3:20]. (4) The product is: [Cl:20][C:11]1[CH:10]=[C:9](/[CH:8]=[C:4]2/[C:5](=[O:7])[N:6]3[CH:22]=[C:23]([C:25]4[S:26][CH:27]=[CH:28][CH:29]=4)[N:1]=[C:2]3[S:3]/2)[CH:14]=[C:13]([O:15][CH2:16][CH2:17][CH3:18])[C:12]=1[OH:19]. Given the reactants [NH2:1][C:2]1[S:3]/[C:4](=[CH:8]\[C:9]2[CH:14]=[C:13]([O:15][CH2:16][CH2:17][CH3:18])[C:12]([OH:19])=[C:11]([Cl:20])[CH:10]=2)/[C:5](=[O:7])[N:6]=1.Br[CH2:22][C:23]([C:25]1[S:26][CH:27]=[CH:28][CH:29]=1)=O, predict the reaction product.